From a dataset of Full USPTO retrosynthesis dataset with 1.9M reactions from patents (1976-2016). Predict the reactants needed to synthesize the given product. Given the product [C:1]([O:5][C:6](=[O:7])[N:8]([C@@H:9]([CH3:10])[C:11]([NH:39][C@@H:40]([C:67]1[CH:68]=[CH:69][CH:70]=[CH:71][CH:72]=1)[C:41]([N:43]1[C@H:48]([C:49](=[O:50])[NH:51][C@H:52]2[C:61]3[C:56](=[CH:57][CH:58]=[CH:59][CH:60]=3)[O:55][CH2:54][CH2:53]2)[CH2:47][N:46]2[CH2:62][C:63]([F:65])([F:66])[CH2:64][C@@H:45]2[CH2:44]1)=[O:42])=[O:13])[CH3:14])([CH3:2])([CH3:3])[CH3:4], predict the reactants needed to synthesize it. The reactants are: [C:1]([O:5][C:6]([N:8]([CH3:14])[C@H:9]([C:11]([OH:13])=O)[CH3:10])=[O:7])([CH3:4])([CH3:3])[CH3:2].ON1C2C=CC=CC=2N=N1.Cl.CN(C)CCCN=C=NCC.Cl.Cl.[NH2:39][C@@H:40]([C:67]1[CH:72]=[CH:71][CH:70]=[CH:69][CH:68]=1)[C:41]([N:43]1[C@H:48]([C:49]([NH:51][C@H:52]2[C:61]3[C:56](=[CH:57][CH:58]=[CH:59][CH:60]=3)[O:55][CH2:54][CH2:53]2)=[O:50])[CH2:47][N:46]2[CH2:62][C:63]([F:66])([F:65])[CH2:64][C@@H:45]2[CH2:44]1)=[O:42].C(N(C(C)C)C(C)C)C.